This data is from Forward reaction prediction with 1.9M reactions from USPTO patents (1976-2016). The task is: Predict the product of the given reaction. (1) The product is: [C:1]([O:5][C:6]([N:8]1[CH2:12][C@H:11]([O:13][C:14]2[C:23]3[C:18](=[CH:19][C:20]([O:24][CH3:25])=[CH:21][CH:22]=3)[N:17]=[C:16]([C:26]3[N:27]=[C:28]([NH:8][CH:9]([CH3:34])[CH3:10])[S:29][CH:30]=3)[CH:15]=2)[CH2:10][C@H:9]1[C:34](=[O:67])[NH:35][C@:36]1([C:41]([NH:43][S:44]([C:47]2[CH:52]=[CH:51][CH:50]=[CH:49][C:48]=2[NH:53][C:54](=[O:66])[CH2:55][CH2:56][CH2:18][CH2:19][CH2:20][CH2:21][CH2:22][CH2:23][C:14]([OH:13])=[O:69])(=[O:46])=[O:45])=[O:42])[CH2:38][C@H:37]1[CH:39]=[CH2:40])=[O:7])([CH3:2])([CH3:3])[CH3:4]. Given the reactants [C:1]([O:5][C:6]([N:8]1[CH2:12][C@H:11]([O:13][C:14]2[C:23]3[C:18](=[CH:19][C:20]([O:24][CH3:25])=[CH:21][CH:22]=3)[N:17]=[C:16]([C:26]3[N:27]=[C:28](C(C)C)[S:29][CH:30]=3)[CH:15]=2)[CH2:10][C@H:9]1[C:34](=[O:67])[NH:35][C@:36]1([C:41]([NH:43][S:44]([C:47]2[CH:52]=[CH:51][CH:50]=[CH:49][C:48]=2[NH:53][C:54](=[O:66])[CH2:55][CH2:56]CCCCCC(OC)=O)(=[O:46])=[O:45])=[O:42])[CH2:38][C@H:37]1[CH:39]=[CH2:40])=[O:7])([CH3:4])([CH3:3])[CH3:2].[Li+].[OH-:69], predict the reaction product. (2) Given the reactants C([N:4]1[C:12]2[C:7](=[CH:8][C:9]([C:13](Cl)=[O:14])=[CH:10][CH:11]=2)[C:6]([C:16]2[CH:21]=[CH:20][C:19]([F:22])=[CH:18][CH:17]=2)=[N:5]1)(=O)C.[C:23]([O:27][C:28]([CH3:31])([CH3:30])[CH3:29])(=[O:26])[NH:24][NH2:25], predict the reaction product. The product is: [C:28]([O:27][C:23]([NH:24][NH:25][C:13]([C:9]1[CH:8]=[C:7]2[C:12](=[CH:11][CH:10]=1)[NH:4][N:5]=[C:6]2[C:16]1[CH:17]=[CH:18][C:19]([F:22])=[CH:20][CH:21]=1)=[O:14])=[O:26])([CH3:31])([CH3:30])[CH3:29]. (3) Given the reactants C([N:8]1[CH2:20][CH2:19][C:11]2[NH:12][C:13]3[CH:14]=[CH:15][CH:16]=[CH:17][C:18]=3[C:10]=2[CH2:9]1)(OC(C)(C)C)=O.[H-].[Na+].[CH3:23][S:24](Cl)(=[O:26])=[O:25], predict the reaction product. The product is: [CH3:23][S:24]([N:12]1[C:13]2[CH:14]=[CH:15][CH:16]=[CH:17][C:18]=2[C:10]2[CH2:9][NH:8][CH2:20][CH2:19][C:11]1=2)(=[O:26])=[O:25]. (4) Given the reactants [C:1]([SiH2:5][O:6][C:7]([CH3:25])([CH3:24])[C:8]1[CH:9]=[C:10]([C:14]2[N:22]3[C:17]([CH:18]=[N:19][C:20](O)=[N:21]3)=[CH:16][CH:15]=2)[CH:11]=[CH:12][CH:13]=1)([CH3:4])([CH3:3])[CH3:2].[N:26]1[C:30]2[CH:31]=[CH:32][C:33]([NH2:35])=[CH:34][C:29]=2[NH:28][CH:27]=1, predict the reaction product. The product is: [N:26]1[C:30]2[CH:31]=[CH:32][C:33]([NH:35][C:20]3[N:19]=[CH:18][C:17]4=[CH:16][CH:15]=[C:14]([C:10]5[CH:11]=[CH:12][CH:13]=[C:8]([C:7]([CH3:25])([CH3:24])[O:6][SiH2:5][C:1]([CH3:4])([CH3:3])[CH3:2])[CH:9]=5)[N:22]4[N:21]=3)=[CH:34][C:29]=2[NH:28][CH:27]=1. (5) Given the reactants Br[C:2]1[S:3][C:4]2[C:10]([C:11]3[CH:16]=[CH:15][C:14]([Cl:17])=[CH:13][CH:12]=3)=[C:9]([C@H:18]([O:24][C:25]([CH3:28])([CH3:27])[CH3:26])[C:19]([O:21]CC)=[O:20])[C:8]([CH3:29])=[CH:7][C:5]=2[N:6]=1.CN(C)C(=O)C.[CH2:36]1[C:45]2[C:40](=[CH:41][CH:42]=[CH:43][CH:44]=2)[CH2:39][CH2:38][NH:37]1.[OH-].[Na+], predict the reaction product. The product is: [C:25]([O:24][C@@H:18]([C:9]1[C:8]([CH3:29])=[CH:7][C:5]2[N:6]=[C:2]([N:37]3[CH2:38][CH2:39][C:40]4[C:45](=[CH:44][CH:43]=[CH:42][CH:41]=4)[CH2:36]3)[S:3][C:4]=2[C:10]=1[C:11]1[CH:12]=[CH:13][C:14]([Cl:17])=[CH:15][CH:16]=1)[C:19]([OH:21])=[O:20])([CH3:28])([CH3:26])[CH3:27]. (6) Given the reactants [OH:1][C:2]1[CH:7]=[C:6]([OH:8])[C:5]([CH:9]([CH3:11])[CH3:10])=[CH:4][C:3]=1[C:12]([N:14]1[CH2:22][C:21]2[C:16](=[CH:17][CH:18]=[C:19]([CH2:23][N:24]3[CH2:29][CH2:28][N:27]([CH3:30])[CH2:26][CH2:25]3)[CH:20]=2)[CH2:15]1)=[O:13].[C:31]([OH:36])(=[O:35])[C@H:32]([CH3:34])[OH:33], predict the reaction product. The product is: [C:31]([OH:36])(=[O:35])[C@H:32]([CH3:34])[OH:33].[OH:1][C:2]1[CH:7]=[C:6]([OH:8])[C:5]([CH:9]([CH3:10])[CH3:11])=[CH:4][C:3]=1[C:12]([N:14]1[CH2:22][C:21]2[C:16](=[CH:17][CH:18]=[C:19]([CH2:23][N:24]3[CH2:29][CH2:28][N:27]([CH3:30])[CH2:26][CH2:25]3)[CH:20]=2)[CH2:15]1)=[O:13].